From a dataset of Catalyst prediction with 721,799 reactions and 888 catalyst types from USPTO. Predict which catalyst facilitates the given reaction. (1) Reactant: [CH:1](NC(C)C)(C)C.[Li+].CCC[CH2-].[CH3:13][O:14][C:15]1[CH:34]=[CH:33][C:18]([CH2:19][N:20]2[C@H:25]([C:26]3[CH:31]=[CH:30][CH:29]=[CH:28][CH:27]=3)[CH2:24][O:23][CH2:22][C:21]2=[O:32])=[CH:17][CH:16]=1.CI.Cl. Product: [CH3:13][O:14][C:15]1[CH:16]=[CH:17][C:18]([CH2:19][N:20]2[C@H:25]([C:26]3[CH:31]=[CH:30][CH:29]=[CH:28][CH:27]=3)[CH2:24][O:23][C@@H:22]([CH3:1])[C:21]2=[O:32])=[CH:33][CH:34]=1. The catalyst class is: 7. (2) Reactant: I[C:2]1[C:6]([C:7]([N:9]([O:11][CH3:12])[CH3:10])=[O:8])=[CH:5][N:4]([CH2:13][C:14]2[CH:19]=[CH:18][C:17]([O:20][CH3:21])=[CH:16][CH:15]=2)[N:3]=1.[F:22][C:23]1[CH:28]=[CH:27][C:26](B(O)O)=[CH:25][CH:24]=1.C(N(C(C)C)C(C)C)C.CCOC(C)=O. Product: [F:22][C:23]1[CH:28]=[CH:27][C:26]([C:2]2[C:6]([C:7]([N:9]([O:11][CH3:12])[CH3:10])=[O:8])=[CH:5][N:4]([CH2:13][C:14]3[CH:19]=[CH:18][C:17]([O:20][CH3:21])=[CH:16][CH:15]=3)[N:3]=2)=[CH:25][CH:24]=1. The catalyst class is: 117. (3) Reactant: [C:1]([O:5][C:6](=[O:27])[NH:7][C@H:8]([CH2:23][CH:24]([CH3:26])[CH3:25])[C:9]([NH:11][C:12]1[CH:17]=[CH:16][C:15](Br)=[CH:14][C:13]=1[C:19]([F:22])([F:21])[F:20])=[O:10])([CH3:4])([CH3:3])[CH3:2].C(=O)([O-])[O-].[Cs+].[Cs+].[N:34]1[CH:39]=[CH:38][C:37](B(O)O)=[CH:36][CH:35]=1. Product: [C:1]([O:5][C:6](=[O:27])[NH:7][C@H:8]([CH2:23][CH:24]([CH3:26])[CH3:25])[C:9](=[O:10])[NH:11][C:12]1[CH:17]=[CH:16][C:15]([C:37]2[CH:38]=[CH:39][N:34]=[CH:35][CH:36]=2)=[CH:14][C:13]=1[C:19]([F:22])([F:21])[F:20])([CH3:4])([CH3:3])[CH3:2]. The catalyst class is: 70. (4) Reactant: [CH3:1][O:2][C:3](=[O:10])[CH2:4][NH:5][C:6]([CH3:9])([CH3:8])[CH3:7].C(N(CC)C(C)C)(C)C.[F:20][C:21]1[CH:26]=[CH:25][C:24]([S:27](Cl)(=[O:29])=[O:28])=[CH:23][CH:22]=1.C(OCC)(=O)C. Product: [C:6]([N:5]([CH2:4][C:3]([O:2][CH3:1])=[O:10])[S:27]([C:24]1[CH:25]=[CH:26][C:21]([F:20])=[CH:22][CH:23]=1)(=[O:29])=[O:28])([CH3:9])([CH3:8])[CH3:7]. The catalyst class is: 64.